From a dataset of Reaction yield outcomes from USPTO patents with 853,638 reactions. Predict the reaction yield, written as a fraction of the theoretical maximum amount of product (1.0 means a 100% yield; for example, 0.34 means a 34% yield). (1) The reactants are CC(C)([O-])C.[K+].[NH:7]1[CH:11]=[N:10][C:9]([SH:12])=[N:8]1.Cl[CH2:14][C:15](=[O:21])[CH2:16][C:17]([O:19][CH3:20])=[O:18]. The catalyst is CN(C)C=O. The product is [O:21]=[C:15]([CH2:14][S:12][C:9]1[N:10]=[CH:11][NH:7][N:8]=1)[CH2:16][C:17]([O:19][CH3:20])=[O:18]. The yield is 0.830. (2) The yield is 0.430. The product is [N:1]([CH2:4][C@H:5]([CH:29]1[CH2:30][CH2:31]1)[C@@H:6]([OH:7])[C@H:15]([NH:16][C:22](=[O:23])[O:24][C:25]([CH3:28])([CH3:27])[CH3:26])[CH2:19][OH:18])=[N+:2]=[N-:3].[N:1]([CH2:4][C@H:5]([CH:29]1[CH2:30][CH2:31]1)[C@@H:6]([O:7][Si:8]([C:11]([CH3:14])([CH3:13])[CH3:12])([CH3:10])[CH3:9])[C@H:15]([NH:16][C:22](=[O:23])[O:24][C:25]([CH3:28])([CH3:26])[CH3:27])[CH2:19][OH:18])=[N+:2]=[N-:3]. The catalyst is CO. The reactants are [N:1]([CH2:4][C@H:5]([CH:29]1[CH2:31][CH2:30]1)[C@H:6]([C@H:15]1[CH2:19][O:18]C(C)(C)[N:16]1[C:22]([O:24][C:25]([CH3:28])([CH3:27])[CH3:26])=[O:23])[O:7][Si:8]([C:11]([CH3:14])([CH3:13])[CH3:12])([CH3:10])[CH3:9])=[N+:2]=[N-:3].C(O)(C(F)(F)F)=O.CCN(C(C)C)C(C)C.C(OC(OC(C)(C)C)=O)(OC(C)(C)C)=O. (3) The catalyst is C1COCC1.[Fe]. The reactants are [F:1][C:2]1[CH:26]=[C:25]([F:27])[CH:24]=[CH:23][C:3]=1[O:4][C:5]1[CH:10]=[CH:9][C:8]([N+:11]([O-])=O)=[CH:7][C:6]=1[C:14]1[C:15]([F:22])=[CH:16][C:17](=[O:21])[N:18]([CH3:20])[CH:19]=1.[Cl-].[NH4+].O.C(O)C. The yield is 0.900. The product is [NH2:11][C:8]1[CH:9]=[CH:10][C:5]([O:4][C:3]2[CH:23]=[CH:24][C:25]([F:27])=[CH:26][C:2]=2[F:1])=[C:6]([C:14]2[C:15]([F:22])=[CH:16][C:17](=[O:21])[N:18]([CH3:20])[CH:19]=2)[CH:7]=1. (4) The reactants are [CH3:1][O:2][C:3]1[CH:26]=[C:25]([O:27][CH3:28])[CH:24]=[CH:23][C:4]=1[CH2:5][N:6]1[C:14](=O)[C:13]2[C:8](=[CH:9][CH:10]=[CH:11][C:12]=2[O:16][CH2:17][CH2:18][N:19]([CH3:21])[CH3:20])[C:7]1=O.[H-].[Al+3].[Li+].[H-].[H-].[H-].C1COCC1. No catalyst specified. The product is [CH3:1][O:2][C:3]1[CH:26]=[C:25]([O:27][CH3:28])[CH:24]=[CH:23][C:4]=1[CH2:5][N:6]1[CH2:14][C:13]2[C:8](=[CH:9][CH:10]=[CH:11][C:12]=2[O:16][CH2:17][CH2:18][N:19]([CH3:21])[CH3:20])[CH2:7]1. The yield is 1.03. (5) The reactants are C[C@H](O[C:7]1[CH:8]=[C:9]([CH:14]=[C:15]([O:17][CH2:18][C:19]2[CH:24]=[CH:23][CH:22]=[CH:21][CH:20]=2)[CH:16]=1)[C:10]([O:12]C)=[O:11])COC.[OH-:25].[Na+].[CH2:27]1[CH2:31][O:30][CH2:29][CH2:28]1. The catalyst is CO.O. The product is [CH3:27][C@H:28]([O:25][C:8]1[CH:7]=[CH:16][C:15]([O:17][CH2:18][C:19]2[CH:20]=[CH:21][CH:22]=[CH:23][CH:24]=2)=[CH:14][C:9]=1[C:10]([OH:12])=[O:11])[CH2:29][O:30][CH3:31]. The yield is 0.990. (6) The catalyst is C(Cl)Cl. The product is [NH:37]1[CH2:38][CH2:39][CH:34]([C:31]2[CH:30]=[CH:29][C:28]([NH:27][C:19]3[N:18]=[C:17]([CH2:16][CH2:15][C:14]4[CH:47]=[CH:48][CH:49]=[CH:50][C:13]=4[CH:10]([CH2:11][CH3:12])[C:9]([NH2:8])=[O:51])[C:22]([C:23]([F:26])([F:25])[F:24])=[CH:21][N:20]=3)=[CH:33][CH:32]=2)[CH2:35][CH2:36]1. The reactants are C(O)(C(F)(F)F)=O.[NH2:8][C:9](=[O:51])[CH:10]([C:13]1[CH:50]=[CH:49][CH:48]=[CH:47][C:14]=1[CH2:15][CH2:16][C:17]1[C:22]([C:23]([F:26])([F:25])[F:24])=[CH:21][N:20]=[C:19]([NH:27][C:28]2[CH:33]=[CH:32][C:31]([CH:34]3[CH2:39][CH2:38][N:37](C(OC(C)(C)C)=O)[CH2:36][CH2:35]3)=[CH:30][CH:29]=2)[N:18]=1)[CH2:11][CH3:12]. The yield is 0.710.